This data is from Full USPTO retrosynthesis dataset with 1.9M reactions from patents (1976-2016). The task is: Predict the reactants needed to synthesize the given product. (1) Given the product [ClH:1].[NH2:9][CH2:10][C@H:11]1[CH2:12][CH2:13][C@H:14]([C:17]([NH:19][C@H:20]([C:41]([NH:43][C:44]2[CH:45]=[CH:46][C:47]([C:50]3[NH:54][N:53]=[C:52]([C:55]([F:65])([F:66])[C:56]([F:63])([F:64])[C:57]([F:61])([F:62])[C:58]([OH:60])=[O:59])[N:51]=3)=[CH:48][CH:49]=2)=[O:42])[CH2:21][C:22]2[CH:27]=[CH:26][CH:25]=[C:24]([C:28]3[CH:29]=[N:30][C:31]([O:34][CH2:35][CH2:36][CH2:37][N:38]([CH3:39])[CH3:40])=[CH:32][CH:33]=3)[CH:23]=2)=[O:18])[CH2:15][CH2:16]1, predict the reactants needed to synthesize it. The reactants are: [ClH:1].C(OC([NH:9][CH2:10][C@H:11]1[CH2:16][CH2:15][C@H:14]([C:17]([NH:19][C@H:20]([C:41]([NH:43][C:44]2[CH:49]=[CH:48][C:47]([C:50]3[NH:54][N:53]=[C:52]([C:55]([F:66])([F:65])[C:56]([F:64])([F:63])[C:57]([F:62])([F:61])[C:58]([OH:60])=[O:59])[N:51]=3)=[CH:46][CH:45]=2)=[O:42])[CH2:21][C:22]2[CH:27]=[CH:26][CH:25]=[C:24]([C:28]3[CH:29]=[N:30][C:31]([O:34][CH2:35][CH2:36][CH2:37][N:38]([CH3:40])[CH3:39])=[CH:32][CH:33]=3)[CH:23]=2)=[O:18])[CH2:13][CH2:12]1)=O)(C)(C)C. (2) Given the product [C:2]1([CH3:1])[CH:7]=[CH:6][C:5]([C:8]2[N:12]([C:13]3[CH:18]=[C:24]([CH:16]=[CH:15][N:14]=3)[C:25]([OH:21])=[O:26])[N:11]=[CH:10][CH:9]=2)=[CH:4][CH:3]=1, predict the reactants needed to synthesize it. The reactants are: [CH3:1][C:2]1[CH:7]=[CH:6][C:5]([C:8]2[N:12]([C:13]3[CH:18]=C(C#N)[CH:16]=[CH:15][N:14]=3)[N:11]=[CH:10][CH:9]=2)=[CH:4][CH:3]=1.[OH-:21].[Na+].Cl.[CH3:24][CH2:25][OH:26]. (3) Given the product [CH3:1][C:2]1[C:6]([CH2:7][N:8]2[CH:12]=[C:11]([N:13]3[C:17](=[O:18])[CH2:16][N:15]([CH2:27][CH2:26][C:25]4[CH:29]=[CH:30][C:22]([OH:21])=[CH:23][CH:24]=4)[C:14]3=[O:19])[CH:10]=[N:9]2)=[C:5]([CH3:20])[O:4][N:3]=1, predict the reactants needed to synthesize it. The reactants are: [CH3:1][C:2]1[C:6]([CH2:7][N:8]2[CH:12]=[C:11]([N:13]3[C:17](=[O:18])[CH2:16][NH:15][C:14]3=[O:19])[CH:10]=[N:9]2)=[C:5]([CH3:20])[O:4][N:3]=1.[OH:21][C:22]1[CH:30]=[CH:29][C:25]([CH2:26][CH2:27]Br)=[CH:24][CH:23]=1. (4) Given the product [F:57][C:54]1[CH:53]=[CH:52][C:51]([N:47]2[CH2:48][CH2:49][CH2:50][N:45]([NH:44][C:26](=[O:28])/[CH:25]=[CH:24]/[C:14]3[CH:15]=[CH:16][C:17]([N:18]4[CH:22]=[C:21]([CH3:23])[N:20]=[CH:19]4)=[C:12]([O:11][CH3:10])[CH:13]=3)[C:46]2=[O:58])=[CH:56][CH:55]=1, predict the reactants needed to synthesize it. The reactants are: C(N(C(C)C)CC)(C)C.[CH3:10][O:11][C:12]1[CH:13]=[C:14](/[CH:24]=[CH:25]/[C:26]([OH:28])=O)[CH:15]=[CH:16][C:17]=1[N:18]1[CH:22]=[C:21]([CH3:23])[N:20]=[CH:19]1.C1N(P(Cl)(N2C(=O)OCC2)=O)C(=O)OC1.[NH2:44][N:45]1[CH2:50][CH2:49][CH2:48][N:47]([C:51]2[CH:56]=[CH:55][C:54]([F:57])=[CH:53][CH:52]=2)[C:46]1=[O:58]. (5) Given the product [NH2:1][C:2]1[C:10]2[CH:9]([C:11]3[CH:16]=[CH:15][CH:14]=[CH:13][CH:12]=3)[C:8]([C:17](=[O:19])[CH3:18])=[C:7]([CH3:20])[N:6]([CH3:36])[C:5]=2[S:4][C:3]=1[C:21](=[O:28])[C:22]1[CH:27]=[CH:26][CH:25]=[CH:24][CH:23]=1, predict the reactants needed to synthesize it. The reactants are: [NH2:1][C:2]1[C:10]2[CH:9]([C:11]3[CH:16]=[CH:15][CH:14]=[CH:13][CH:12]=3)[C:8]([C:17](=[O:19])[CH3:18])=[C:7]([CH3:20])[NH:6][C:5]=2[S:4][C:3]=1[C:21](=[O:28])[C:22]1[CH:27]=[CH:26][CH:25]=[CH:24][CH:23]=1.CI.C[O-].[Na+].[Cl-].[Na+].[C:36](O)(=O)CC(CC(O)=O)(C(O)=O)O. (6) Given the product [CH2:17]([O:19][C:3]1[N:8]=[C:7]([N:9]2[CH2:14][CH2:13][NH:12][CH2:11][CH2:10]2)[CH:6]=[C:5]([CH3:15])[CH:4]=1)[CH3:18], predict the reactants needed to synthesize it. The reactants are: Cl.F[C:3]1[N:8]=[C:7]([N:9]2[CH2:14][CH2:13][NH:12][CH2:11][CH2:10]2)[CH:6]=[C:5]([CH3:15])[CH:4]=1.[Na].[CH2:17]([OH:19])[CH3:18]. (7) Given the product [Br:1][C:2]1[CH:3]=[C:4]([NH:10][S:19]([C:13]2[CH:14]=[CH:15][C:16]([F:18])=[CH:17][C:12]=2[F:11])(=[O:21])=[O:20])[C:5]([O:8][CH3:9])=[N:6][CH:7]=1, predict the reactants needed to synthesize it. The reactants are: [Br:1][C:2]1[CH:3]=[C:4]([NH2:10])[C:5]([O:8][CH3:9])=[N:6][CH:7]=1.[F:11][C:12]1[CH:17]=[C:16]([F:18])[CH:15]=[CH:14][C:13]=1[S:19](Cl)(=[O:21])=[O:20].[OH-].[Na+]. (8) The reactants are: [CH3:1][O:2][C:3]1[N:8]=[N:7][C:6]([N:9]2[C:13]([C:14]3[CH:19]=[CH:18][CH:17]=[CH:16][N:15]=3)=[CH:12][C:11]([C:20]([OH:22])=O)=[N:10]2)=[CH:5][CH:4]=1.[C:23]([NH:27][CH3:28])([CH3:26])([CH3:25])[CH3:24]. Given the product [CH3:28][N:27]([C:23]([CH3:26])([CH3:25])[CH3:24])[C:20]([C:11]1[CH:12]=[C:13]([C:14]2[CH:19]=[CH:18][CH:17]=[CH:16][N:15]=2)[N:9]([C:6]2[N:7]=[N:8][C:3]([O:2][CH3:1])=[CH:4][CH:5]=2)[N:10]=1)=[O:22], predict the reactants needed to synthesize it. (9) Given the product [Cl:1][C:2]1[CH:7]=[CH:6][C:5]([Cl:8])=[CH:4][C:3]=1[S:9]([NH:13][C@H:14]([C:35]1[CH:36]=[CH:37][CH:38]=[CH:39][CH:40]=1)[CH2:15][CH2:16][N:17]1[CH2:22][CH2:21][CH:20]([C:23]2[CH:24]=[C:25]([NH:29][C:30](=[O:34])[CH:31]([CH3:33])[CH3:32])[CH:26]=[CH:27][CH:28]=2)[CH2:19][CH2:18]1)(=[O:11])=[O:10], predict the reactants needed to synthesize it. The reactants are: [Cl:1][C:2]1[CH:7]=[CH:6][C:5]([Cl:8])=[CH:4][C:3]=1[S:9](Cl)(=[O:11])=[O:10].[NH2:13][C@H:14]([C:35]1[CH:40]=[CH:39][CH:38]=[CH:37][CH:36]=1)[CH2:15][CH2:16][N:17]1[CH2:22][CH2:21][CH:20]([C:23]2[CH:24]=[C:25]([NH:29][C:30](=[O:34])[CH:31]([CH3:33])[CH3:32])[CH:26]=[CH:27][CH:28]=2)[CH2:19][CH2:18]1. (10) Given the product [Br:1][C:2]1[CH:3]=[C:4]([S:8][CH3:9])[CH:5]=[CH:6][CH:7]=1, predict the reactants needed to synthesize it. The reactants are: [Br:1][C:2]1[CH:3]=[C:4]([SH:8])[CH:5]=[CH:6][CH:7]=1.[CH3:9][O-].[Na+].CI.[OH-].[Na+].